This data is from Catalyst prediction with 721,799 reactions and 888 catalyst types from USPTO. The task is: Predict which catalyst facilitates the given reaction. Reactant: [F:1][C:2]1[CH:7]=[CH:6][NH:5][C:4](=[O:8])[CH:3]=1.Br[CH2:10][CH:11]1[CH2:16][CH2:15][N:14]([C:17]([O:19][C:20]([CH3:23])([CH3:22])[CH3:21])=[O:18])[CH2:13][CH2:12]1.C(=O)([O-])[O-].[K+].[K+]. Product: [F:1][C:2]1[CH:7]=[CH:6][N:5]([CH2:10][CH:11]2[CH2:16][CH2:15][N:14]([C:17]([O:19][C:20]([CH3:21])([CH3:23])[CH3:22])=[O:18])[CH2:13][CH2:12]2)[C:4](=[O:8])[CH:3]=1. The catalyst class is: 12.